This data is from CYP2D6 inhibition data for predicting drug metabolism from PubChem BioAssay. The task is: Regression/Classification. Given a drug SMILES string, predict its absorption, distribution, metabolism, or excretion properties. Task type varies by dataset: regression for continuous measurements (e.g., permeability, clearance, half-life) or binary classification for categorical outcomes (e.g., BBB penetration, CYP inhibition). Dataset: cyp2d6_veith. The drug is N#Cc1c(-c2ccccc2)nc2n(c1=O)CCS2. The result is 0 (non-inhibitor).